This data is from Reaction yield outcomes from USPTO patents with 853,638 reactions. The task is: Predict the reaction yield, written as a fraction of the theoretical maximum amount of product (1.0 means a 100% yield; for example, 0.34 means a 34% yield). (1) The reactants are [CH2:1]([OH:19])[CH2:2][CH2:3][CH2:4][CH2:5][CH2:6][CH2:7][CH2:8][CH2:9][CH2:10][CH2:11][CH2:12][CH2:13][CH2:14][CH2:15][CH2:16][CH2:17][CH3:18].[C:20]12[C:26](=[CH:27][CH:28]=[CH:29][CH:30]=1)[NH:25]C(=O)O[C:21]2=[O:22].N12CCN(CC1)CC2.CO. The catalyst is CN(C)C=O. The product is [C:21]([O:19][CH2:1][CH2:2][CH2:3][CH2:4][CH2:5][CH2:6][CH2:7][CH2:8][CH2:9][CH2:10][CH2:11][CH2:12][CH2:13][CH2:14][CH2:15][CH2:16][CH2:17][CH3:18])(=[O:22])[C:20]1[C:26](=[CH:27][CH:28]=[CH:29][CH:30]=1)[NH2:25]. The yield is 0.850. (2) The reactants are Cl.[N:2]1([CH2:7][C:8]([OH:10])=O)[CH:6]=[N:5][CH:4]=[N:3]1.[NH2:11][C@@H:12]([CH2:30][O:31][CH2:32][C:33]1[CH:38]=[CH:37][CH:36]=[CH:35][CH:34]=1)[C:13]([NH:15][C:16]1[CH:21]=[CH:20][C:19]([S:22][C:23]2[CH:28]=[CH:27][C:26]([F:29])=[CH:25][CH:24]=2)=[CH:18][CH:17]=1)=[O:14]. No catalyst specified. The product is [N:2]1([CH2:7][C:8]([NH:11][C@@H:12]([CH2:30][O:31][CH2:32][C:33]2[CH:34]=[CH:35][CH:36]=[CH:37][CH:38]=2)[C:13]([NH:15][C:16]2[CH:17]=[CH:18][C:19]([S:22][C:23]3[CH:28]=[CH:27][C:26]([F:29])=[CH:25][CH:24]=3)=[CH:20][CH:21]=2)=[O:14])=[O:10])[CH:6]=[N:5][CH:4]=[N:3]1. The yield is 0.180. (3) The catalyst is C(OC(OCC)(OCC)C)C. The yield is 0.880. The reactants are [NH2:1][C:2]1[C:7]([F:8])=[CH:6][C:5]([Br:9])=[CH:4][C:3]=1[OH:10].[C:11](O)([C:13](F)(F)F)=O.C([O-])([O-])=O.[Na+].[Na+]. The product is [Br:9][C:5]1[CH:6]=[C:7]([F:8])[C:2]2[N:1]=[C:11]([CH3:13])[O:10][C:3]=2[CH:4]=1.